From a dataset of Forward reaction prediction with 1.9M reactions from USPTO patents (1976-2016). Predict the product of the given reaction. (1) Given the reactants [CH:1]1([CH2:4][CH2:5][O:6][CH2:7][C:8]2[N:13]=[C:12]([NH2:14])[CH:11]=[CH:10][CH:9]=2)[CH2:3][CH2:2]1.[F:15][C:16]([F:28])([F:27])[C:17]1[CH:18]=[C:19]([S:23](Cl)(=[O:25])=[O:24])[CH:20]=[CH:21][CH:22]=1, predict the reaction product. The product is: [CH:1]1([CH2:4][CH2:5][O:6][CH2:7][C:8]2[N:13]=[C:12]([NH:14][S:23]([C:19]3[CH:20]=[CH:21][CH:22]=[C:17]([C:16]([F:15])([F:27])[F:28])[CH:18]=3)(=[O:25])=[O:24])[CH:11]=[CH:10][CH:9]=2)[CH2:3][CH2:2]1. (2) Given the reactants O=C1CCC(=O)N1[O:8][C:9](=[O:59])[C@@H:10]([NH:20][C:21](=[O:58])[CH2:22][CH2:23][C@@H:24]([C:51]([O:53][C:54]([CH3:57])([CH3:56])[CH3:55])=[O:52])[NH:25][C:26](=[O:50])[CH2:27][CH2:28][CH2:29][CH2:30][CH2:31][CH2:32][CH2:33][CH2:34][CH2:35][CH2:36][CH2:37][CH2:38][CH2:39][CH2:40][CH2:41][CH2:42][C:43]([O:45][C:46]([CH3:49])([CH3:48])[CH3:47])=[O:44])[CH2:11]CC(OC(C)(C)C)=O.[NH2:60][C@H:61]([C:67]([O:69][C:70]([CH3:73])([CH3:72])[CH3:71])=[O:68])[CH2:62][CH2:63][C:64](=[O:66])[OH:65].Cl, predict the reaction product. The product is: [C:70]([O:69][C:67](=[O:68])[C@@H:61]([NH:60][C:9](=[O:8])[CH2:10][CH2:11][C@@H:10]([C:9]([O:8][C:46]([CH3:49])([CH3:48])[CH3:47])=[O:59])[NH:20][C:21](=[O:58])[CH2:22][CH2:23][C@@H:24]([C:51]([O:53][C:54]([CH3:57])([CH3:55])[CH3:56])=[O:52])[NH:25][C:26](=[O:50])[CH2:27][CH2:28][CH2:29][CH2:30][CH2:31][CH2:32][CH2:33][CH2:34][CH2:35][CH2:36][CH2:37][CH2:38][CH2:39][CH2:40][CH2:41][CH2:42][C:43]([O:45][C:46]([CH3:49])([CH3:48])[CH3:47])=[O:44])[CH2:62][CH2:63][C:64]([OH:65])=[O:66])([CH3:73])([CH3:72])[CH3:71]. (3) Given the reactants C([O:8][C:9]1[CH:10]=[C:11]([N:15]2[CH:19]=[N:18][CH:17]=[N:16]2)[CH:12]=[CH:13][CH:14]=1)C1C=CC=CC=1, predict the reaction product. The product is: [N:15]1([C:11]2[CH:10]=[C:9]([OH:8])[CH:14]=[CH:13][CH:12]=2)[CH:19]=[N:18][CH:17]=[N:16]1. (4) Given the reactants [O:1]1[CH:5]=[CH:4][N:3]=[CH:2]1.B.C([Li])CCC.[O:12]1[C:16]2([CH2:21][CH2:20][C:19](=[O:22])[CH2:18][CH2:17]2)OCC1, predict the reaction product. The product is: [OH:22][C:19]1([C:2]2[O:1][CH:5]=[CH:4][N:3]=2)[CH2:20][CH2:21][C:16](=[O:12])[CH2:17][CH2:18]1. (5) Given the reactants [Cl:1][C:2]1[CH:7]=[CH:6][C:5]([CH:8]([C:35]2[CH:40]=[CH:39][C:38]([Cl:41])=[CH:37][CH:36]=2)[C:9]2[CH:10]=[C:11]3[C:16](=[CH:17][CH:18]=2)[N:15]=[C:14]([O:19][CH2:20][CH2:21][OH:22])[N:13]=[C:12]3[NH:23][CH2:24][C:25]2[CH:30]=[CH:29][CH:28]=[C:27]([C:31]([F:34])([F:33])[F:32])[CH:26]=2)=[CH:4][CH:3]=1.[H-].[Na+].[C:44]([O:48][C:49]([CH3:52])([CH3:51])[CH3:50])(=[O:47])[CH:45]=[CH2:46], predict the reaction product. The product is: [Cl:41][C:38]1[CH:37]=[CH:36][C:35]([CH:8]([C:5]2[CH:6]=[CH:7][C:2]([Cl:1])=[CH:3][CH:4]=2)[C:9]2[CH:10]=[C:11]3[C:16](=[CH:17][CH:18]=2)[N:15]=[C:14]([O:19][CH2:20][CH2:21][O:22][CH2:46][CH2:45][C:44]([O:48][C:49]([CH3:52])([CH3:51])[CH3:50])=[O:47])[N:13]=[C:12]3[NH:23][CH2:24][C:25]2[CH:30]=[CH:29][CH:28]=[C:27]([C:31]([F:34])([F:33])[F:32])[CH:26]=2)=[CH:40][CH:39]=1. (6) Given the reactants [CH3:1][C:2]([C:4]1[CH:5]=[CH:6][CH:7]=[C:8]([OH:10])[CH:9]=1)=[O:3].[CH2:11]1[O:21][C:20]2[CH:19]=[CH:18][C:15]([CH:16]=O)=[CH:14][C:13]=2[O:12]1.[OH-].[Na+], predict the reaction product. The product is: [OH:10][C:8]1[CH:9]=[C:4]([CH:5]=[CH:6][CH:7]=1)[C:2](=[O:3])[CH:1]=[CH:16][C:15]1[CH:18]=[CH:19][C:20]2[O:21][CH2:11][O:12][C:13]=2[CH:14]=1. (7) Given the reactants [C:1]([C:3]1[CH:4]=[C:5]([NH:10][C:11](=[O:14])[CH2:12][CH3:13])[CH:6]=[C:7]([F:9])[CH:8]=1)#[N:2].O1C2C=CC(CNC3C=C(C=CC=3F)C#N)=CC=2OCC1.Cl[CH2:37][C:38]1[CH:39]=[N:40][C:41]([C:44]([F:47])([F:46])[F:45])=[CH:42][CH:43]=1, predict the reaction product. The product is: [C:1]([C:3]1[CH:4]=[C:5]([N:10]([CH2:37][C:38]2[CH:39]=[N:40][C:41]([C:44]([F:47])([F:45])[F:46])=[CH:42][CH:43]=2)[C:11](=[O:14])[CH2:12][CH3:13])[CH:6]=[C:7]([F:9])[CH:8]=1)#[N:2].